From a dataset of Reaction yield outcomes from USPTO patents with 853,638 reactions. Predict the reaction yield, written as a fraction of the theoretical maximum amount of product (1.0 means a 100% yield; for example, 0.34 means a 34% yield). (1) The product is [C:8]([O:7][C:6](=[O:12])[NH:5][CH2:4][CH2:3][CH2:2][N:18]=[N+:19]=[N-:20])([CH3:11])([CH3:10])[CH3:9]. The reactants are Br[CH2:2][CH2:3][CH2:4][NH:5][C:6](=[O:12])[O:7][C:8]([CH3:11])([CH3:10])[CH3:9].CN(C)C=O.[N-:18]=[N+:19]=[N-:20].[Na+]. The catalyst is C(OCC)C. The yield is 0.880. (2) The product is [CH2:14]([C:11]1[O:10][C:9]([CH2:8][S:7][C:4]2[S:3][C:2]([NH:1][C:16](=[O:23])[C:17]3[CH:22]=[CH:21][CH:20]=[CH:19][CH:18]=3)=[N:6][CH:5]=2)=[N:13][CH:12]=1)[CH3:15]. The reactants are [NH2:1][C:2]1[S:3][C:4]([S:7][CH2:8][C:9]2[O:10][C:11]([CH2:14][CH3:15])=[CH:12][N:13]=2)=[CH:5][N:6]=1.[C:16](Cl)(=[O:23])[C:17]1[CH:22]=[CH:21][CH:20]=[CH:19][CH:18]=1.C(N(CC)CC)C. The catalyst is C(Cl)Cl. The yield is 0.590. (3) The reactants are [NH2:1][C:2]1[CH:10]=[CH:9][CH:8]=[C:7]([CH3:11])[C:3]=1[C:4]([OH:6])=[O:5].[CH2:12]=[C:13]1[O:17][C:15](=O)[CH2:14]1.C(OC(=O)C)(=O)C. The catalyst is CC(C)=O. The product is [CH3:11][C:7]1[C:3]2[C:4](=[O:6])[O:5][C:15]([CH2:14][C:13](=[O:17])[CH3:12])=[N:1][C:2]=2[CH:10]=[CH:9][CH:8]=1. The yield is 0.480. (4) The catalyst is C1C=CC([P]([Pd]([P](C2C=CC=CC=2)(C2C=CC=CC=2)C2C=CC=CC=2)([P](C2C=CC=CC=2)(C2C=CC=CC=2)C2C=CC=CC=2)[P](C2C=CC=CC=2)(C2C=CC=CC=2)C2C=CC=CC=2)(C2C=CC=CC=2)C2C=CC=CC=2)=CC=1. The yield is 0.650. The reactants are Cl[C:2]1[CH:3]=[C:4]([C:9]2[N:13]3[C:14]4[N:22]=[C:21]([O:23][CH3:24])[CH:20]=[CH:19][C:15]=4[N:16]=[C:17]([CH3:18])[C:12]3=[C:11]([CH3:25])[N:10]=2)[CH:5]=[C:6](Cl)[CH:7]=1.[C:26]1([C:26]2[CH:31]=[CH:30][CH:29]=[CH:28][CH:27]=2)[CH:31]=[CH:30][CH:29]=[C:28](B(O)O)[CH:27]=1.C([O-])([O-])=O.[K+].[K+]. The product is [C:6]1([C:26]2[CH:31]=[CH:30][CH:29]=[CH:28][CH:27]=2)[CH:7]=[CH:2][CH:3]=[C:4]([C:9]2[N:13]3[C:14]4[N:22]=[C:21]([O:23][CH3:24])[CH:20]=[CH:19][C:15]=4[N:16]=[C:17]([CH3:18])[C:12]3=[C:11]([CH3:25])[N:10]=2)[CH:5]=1. (5) The reactants are [CH3:1][N:2]([CH2:25][CH2:26][N:27]1[CH2:31][CH2:30][CH2:29][CH2:28]1)[C:3]([N:5]1[CH:9]([C:10]2[CH:15]=[CH:14][CH:13]=[CH:12][CH:11]=2)[CH:8]2[CH2:16][O:17][C:18]3[CH:19]=[CH:20][C:21]([F:24])=[CH:22][C:23]=3[C:7]2=[N:6]1)=[O:4].[C:32]([N:35]1CCNCC1)(=[O:34])[CH3:33]. No catalyst specified. The product is [C:32]([N:35]1[CH2:29][CH2:28][N:27]([CH2:26][CH2:25][N:2]([CH3:1])[C:3]([N:5]2[CH:9]([C:10]3[CH:15]=[CH:14][CH:13]=[CH:12][CH:11]=3)[CH:8]3[CH2:16][O:17][C:18]4[CH:19]=[CH:20][C:21]([F:24])=[CH:22][C:23]=4[C:7]3=[N:6]2)=[O:4])[CH2:31][CH2:30]1)(=[O:34])[CH3:33]. The yield is 0.680. (6) The reactants are [CH3:1][NH:2][CH2:3][CH2:4][CH2:5][CH2:6][OH:7].[F:8][C:9]([F:16])([F:15])[C:10](OCC)=[O:11]. The catalyst is CO. The product is [CH3:1][N:2]([CH2:3][CH2:4][CH2:5][CH2:6][OH:7])[C:10](=[O:11])[C:9]([F:16])([F:15])[F:8]. The yield is 0.960. (7) The reactants are C(P(CCCC)CCCC)CCC.N(C(N1CCCCC1)=O)=NC(N1CCCCC1)=O.C(OC([NH:39][C:40]1[C:58]([CH3:59])=[CH:57][C:43]([O:44][C:45]2[CH:46]=[CH:47][C:48]3[N:52]=[C:51]([CH2:53][OH:54])[N:50]([CH3:55])[C:49]=3[CH:56]=2)=[CH:42][C:41]=1[CH3:60])=O)(C)(C)C.O[C:62]1[CH:63]=[N:64][CH:65]=[C:66]([CH:71]=1)[C:67]([O:69][CH3:70])=[O:68]. The catalyst is C1(C)C=CC=CC=1. The product is [NH2:39][C:40]1[C:58]([CH3:59])=[CH:57][C:43]([O:44][C:45]2[CH:46]=[CH:47][C:48]3[N:52]=[C:51]([CH2:53][O:54][C:62]4[CH:63]=[N:64][CH:65]=[C:66]([CH:71]=4)[C:67]([O:69][CH3:70])=[O:68])[N:50]([CH3:55])[C:49]=3[CH:56]=2)=[CH:42][C:41]=1[CH3:60]. The yield is 0.610. (8) The product is [Br:21][C:22]1[CH:27]=[CH:26][CH:25]=[CH:24][C:23]=1[NH:28][C:29]([NH:19][C:14]1[CH:15]=[CH:16][C:17]([Cl:18])=[C:12]([S:9]([NH:8][CH:5]([CH3:7])[CH3:6])(=[O:11])=[O:10])[C:13]=1[OH:20])=[O:30]. The yield is 0.290. The reactants are NC(N)=O.[CH:5]([NH:8][S:9]([C:12]1[C:17]([Cl:18])=[CH:16][CH:15]=[C:14]([NH2:19])[C:13]=1[OH:20])(=[O:11])=[O:10])([CH3:7])[CH3:6].[Br:21][C:22]1[CH:27]=[CH:26][CH:25]=[CH:24][C:23]=1[N:28]=[C:29]=[O:30]. No catalyst specified. (9) The reactants are [NH2:1][CH2:2][CH2:3][O:4][CH2:5][CH2:6][OH:7].[OH-].[Na+].[C:10](O[C:10]([O:12][C:13]([CH3:16])([CH3:15])[CH3:14])=[O:11])([O:12][C:13]([CH3:16])([CH3:15])[CH3:14])=[O:11]. The catalyst is O1CCCC1. The product is [C:10]([CH:6]([OH:7])[CH2:5][O:4][CH2:3][CH2:2][NH2:1])([O:12][C:13]([CH3:16])([CH3:15])[CH3:14])=[O:11]. The yield is 0.420. (10) The reactants are [CH:1]([N:4]([C:11]([C:13]1[N:22]=[C:21]2[N:15]([CH2:16][CH2:17][O:18][C:19]3[CH:26]=[C:25]([Br:27])[CH:24]=[CH:23][C:20]=32)[CH:14]=1)=O)[NH:5][C:6](=O)[CH2:7][O:8][CH3:9])([CH3:3])[CH3:2].C(O)(=O)C.[Cl-].[NH4+:33]. The catalyst is O(Cl)Cl.[P+5]. The product is [Br:27][C:25]1[CH:24]=[CH:23][C:20]2[C:21]3[N:15]([CH2:16][CH2:17][O:18][C:19]=2[CH:26]=1)[CH:14]=[C:13]([C:11]1[N:4]([CH:1]([CH3:3])[CH3:2])[N:5]=[C:6]([CH2:7][O:8][CH3:9])[N:33]=1)[N:22]=3. The yield is 0.760.